Task: Regression. Given two drug SMILES strings and cell line genomic features, predict the synergy score measuring deviation from expected non-interaction effect.. Dataset: NCI-60 drug combinations with 297,098 pairs across 59 cell lines (1) Drug 1: C1CN1P(=S)(N2CC2)N3CC3. Drug 2: CC1CCCC2(C(O2)CC(NC(=O)CC(C(C(=O)C(C1O)C)(C)C)O)C(=CC3=CSC(=N3)C)C)C. Cell line: HOP-62. Synergy scores: CSS=50.1, Synergy_ZIP=3.68, Synergy_Bliss=4.80, Synergy_Loewe=4.79, Synergy_HSA=8.42. (2) Drug 1: CCC1(CC2CC(C3=C(CCN(C2)C1)C4=CC=CC=C4N3)(C5=C(C=C6C(=C5)C78CCN9C7C(C=CC9)(C(C(C8N6C=O)(C(=O)OC)O)OC(=O)C)CC)OC)C(=O)OC)O.OS(=O)(=O)O. Drug 2: C1CN1C2=NC(=NC(=N2)N3CC3)N4CC4. Cell line: UACC-257. Synergy scores: CSS=10.8, Synergy_ZIP=-3.00, Synergy_Bliss=0.543, Synergy_Loewe=-1.89, Synergy_HSA=-1.72. (3) Drug 1: C1=CC=C(C(=C1)C(C2=CC=C(C=C2)Cl)C(Cl)Cl)Cl. Drug 2: CC(C)CN1C=NC2=C1C3=CC=CC=C3N=C2N. Cell line: NCI-H226. Synergy scores: CSS=-0.551, Synergy_ZIP=-0.373, Synergy_Bliss=-0.565, Synergy_Loewe=-5.53, Synergy_HSA=-1.41.